From a dataset of Forward reaction prediction with 1.9M reactions from USPTO patents (1976-2016). Predict the product of the given reaction. (1) Given the reactants C([S:5][C:6]1[CH:7]=[N:8][CH:9]=[C:10]([CH:14]=1)[C:11]([OH:13])=[O:12])(C)(C)C.Cl, predict the reaction product. The product is: [SH:5][C:6]1[CH:7]=[N:8][CH:9]=[C:10]([CH:14]=1)[C:11]([OH:13])=[O:12]. (2) Given the reactants [CH3:1][O:2][C:3]1[CH:12]=[C:11]2[C:6]([C:7](=O)[NH:8][CH:9]=[N:10]2)=[C:5]([O:14][CH:15]2[CH2:20][CH2:19][O:18][CH2:17][CH2:16]2)[CH:4]=1.O=P(Cl)(Cl)[Cl:23].C(N(CC)C(C)C)(C)C, predict the reaction product. The product is: [Cl:23][C:7]1[C:6]2[C:11](=[CH:12][C:3]([O:2][CH3:1])=[CH:4][C:5]=2[O:14][CH:15]2[CH2:20][CH2:19][O:18][CH2:17][CH2:16]2)[N:10]=[CH:9][N:8]=1. (3) The product is: [Cl:33][C:8]1[CH:9]=[C:10]([CH:27]=[C:28]([C:29]([F:31])([F:32])[F:30])[C:7]=1[CH2:6][N:5]1[CH2:4][CH2:3][CH2:2][NH:1][C:44]1=[O:45])[C:11]([NH:13][CH2:14][C:15]1[CH:20]=[C:19]([Cl:21])[CH:18]=[CH:17][C:16]=1[S:22]([CH2:25][CH3:26])(=[O:24])=[O:23])=[O:12]. Given the reactants [NH2:1][CH2:2][CH2:3][CH2:4][NH:5][CH2:6][C:7]1[C:28]([C:29]([F:32])([F:31])[F:30])=[CH:27][C:10]([C:11]([NH:13][CH2:14][C:15]2[CH:20]=[C:19]([Cl:21])[CH:18]=[CH:17][C:16]=2[S:22]([CH2:25][CH3:26])(=[O:24])=[O:23])=[O:12])=[CH:9][C:8]=1[Cl:33].CCN(C(C)C)C(C)C.Cl[C:44](OC1C=CC([N+]([O-])=O)=CC=1)=[O:45].CN(C=O)C, predict the reaction product. (4) Given the reactants [CH2:1]([N:8]([CH2:28][C:29]1[CH:34]=[CH:33][CH:32]=[CH:31][CH:30]=1)[CH2:9][C@H:10]([C:12]1[CH:17]=[C:16]([O:18][CH2:19][C@H:20]2[CH2:24][O:23][C:22]([CH3:26])([CH3:25])[O:21]2)[CH:15]=[CH:14][C:13]=1[F:27])[OH:11])[C:2]1[CH:7]=[CH:6][CH:5]=[CH:4][CH:3]=1.[Li]CCCC.[B:40](OC)(OC)[O:41]C, predict the reaction product. The product is: [CH2:28]([N:8]([CH2:9][C@H:10]1[O:11][B:40]([OH:41])[C:17]2[C:16]([O:18][CH2:19][C@H:20]3[CH2:24][O:23][C:22]([CH3:26])([CH3:25])[O:21]3)=[CH:15][CH:14]=[C:13]([F:27])[C:12]1=2)[CH2:1][C:2]1[CH:7]=[CH:6][CH:5]=[CH:4][CH:3]=1)[C:29]1[CH:30]=[CH:31][CH:32]=[CH:33][CH:34]=1. (5) Given the reactants [Br:1][CH2:2][C:3]([C:5]1[CH:10]=[CH:9][C:8]([O:11][CH2:12][C:13]2[CH:18]=[CH:17][CH:16]=[CH:15][CH:14]=2)=[C:7]([N+:19]([O-:21])=[O:20])[CH:6]=1)=[O:4], predict the reaction product. The product is: [Br:1][CH2:2][C@@H:3]([C:5]1[CH:10]=[CH:9][C:8]([O:11][CH2:12][C:13]2[CH:18]=[CH:17][CH:16]=[CH:15][CH:14]=2)=[C:7]([N+:19]([O-:21])=[O:20])[CH:6]=1)[OH:4]. (6) Given the reactants [Br:1][C:2]1[C:10]([OH:11])=[CH:9][CH:8]=[C:7]2[C:3]=1[CH2:4][C:5]1([CH2:20][C:19]3[C:14](=[CH:15][CH:16]=[C:17]([OH:21])[CH:18]=3)[CH2:13]1)[C:6]2=O.C([SiH](CC)CC)C, predict the reaction product. The product is: [Br:1][C:2]1[C:10]([OH:11])=[CH:9][CH:8]=[C:7]2[C:3]=1[CH2:4][C:5]1([CH2:20][C:19]3[C:14](=[CH:15][CH:16]=[C:17]([OH:21])[CH:18]=3)[CH2:13]1)[CH2:6]2. (7) Given the reactants [C:1]1(=[O:11])[O:6][C:4](=O)[C:3]2=[CH:7][CH:8]=[CH:9][CH:10]=[C:2]12.[S:12]1[CH:16]=[CH:15][CH:14]=[C:13]1[CH2:17][NH2:18].Cl, predict the reaction product. The product is: [S:12]1[CH:16]=[CH:15][CH:14]=[C:13]1[CH2:17][N:18]1[C:1](=[O:11])[C:2]2[C:3](=[CH:7][CH:8]=[CH:9][CH:10]=2)[C:4]1=[O:6].